This data is from Full USPTO retrosynthesis dataset with 1.9M reactions from patents (1976-2016). The task is: Predict the reactants needed to synthesize the given product. (1) Given the product [N:30]1([S:34]([NH:37][C:38](=[O:58])[C:39]2[CH:44]=[C:43]([CH:15]3[CH2:10][CH2:9]3)[C:42]([O:46][CH2:47][CH:48]3[CH2:56][CH2:55][C:51]4([CH2:54][CH2:53][CH2:52]4)[CH2:50][CH2:49]3)=[CH:41][C:40]=2[F:57])(=[O:36])=[O:35])[CH2:33][CH2:32][CH2:31]1, predict the reactants needed to synthesize it. The reactants are: N1(S(N[C:9](=O)[C:10]2[CH:15]=C(Cl)C(OCC3(C(F)(F)F)CCCC3)=CC=2F)(=O)=O)CCC1.[N:30]1([S:34]([NH:37][C:38](=[O:58])[C:39]2[CH:44]=[C:43](Cl)[C:42]([O:46][CH2:47][CH:48]3[CH2:56][CH2:55][C:51]4([CH2:54][CH2:53][CH2:52]4)[CH2:50][CH2:49]3)=[CH:41][C:40]=2[F:57])(=[O:36])=[O:35])[CH2:33][CH2:32][CH2:31]1. (2) Given the product [Br:19][CH2:2][C:3]1[CH:4]=[CH:5][C:6]2[O:11][CH2:10][C:9](=[O:12])[N:8]([CH2:13][CH2:14][CH2:15][O:16][CH3:17])[C:7]=2[CH:18]=1, predict the reactants needed to synthesize it. The reactants are: O[CH2:2][C:3]1[CH:4]=[CH:5][C:6]2[O:11][CH2:10][C:9](=[O:12])[N:8]([CH2:13][CH2:14][CH2:15][O:16][CH3:17])[C:7]=2[CH:18]=1.[Br:19][Si](C)(C)C. (3) Given the product [NH2:31][C:15]1[N:14]=[C:13]([O:12][CH2:8][CH2:9][CH2:10][CH3:11])[N:21]=[C:20]2[C:16]=1[NH:17][C:18](=[O:29])[N:19]2[CH2:22][CH:23]1[CH2:24][CH2:25][N:26]([CH:2]2[CH2:7][CH2:6][CH2:5][CH2:4][CH2:3]2)[CH2:27][CH2:28]1, predict the reactants needed to synthesize it. The reactants are: I[CH:2]1[CH2:7][CH2:6][CH2:5][CH2:4][CH2:3]1.[CH2:8]([O:12][C:13]1[N:21]=[C:20]2[C:16]([N:17]=[C:18]([O:29]C)[N:19]2[CH2:22][CH:23]2[CH2:28][CH2:27][NH:26][CH2:25][CH2:24]2)=[C:15]([NH2:31])[N:14]=1)[CH2:9][CH2:10][CH3:11].CCN(C(C)C)C(C)C.C(=O)([O-])[O-].[K+].[K+]. (4) Given the product [N:1]1([C:2]2[CH:3]=[C:4]3[C:9](=[CH:10][CH:11]=2)[CH:8]([C:12]([O:14][CH3:15])=[O:13])[CH2:7][CH2:6][CH2:5]3)[CH:16]=[N:28][N:27]=[N:26]1, predict the reactants needed to synthesize it. The reactants are: [NH2:1][C:2]1[CH:3]=[C:4]2[C:9](=[CH:10][CH:11]=1)[CH:8]([C:12]([O:14][CH3:15])=[O:13])[CH2:7][CH2:6][CH2:5]2.[CH:16](OCC)(OCC)OCC.[N-:26]=[N+:27]=[N-:28].[Na+]. (5) Given the product [OH:13][CH2:12][CH2:11][CH2:10][C:8]1[O:9][C:5]2[CH:4]=[CH:3][C:2]([C:21]3[CH:22]=[C:17]([CH:18]=[CH:19][CH:20]=3)[C:15]#[N:16])=[CH:14][C:6]=2[CH:7]=1, predict the reactants needed to synthesize it. The reactants are: Br[C:2]1[CH:3]=[CH:4][C:5]2[O:9][C:8]([CH2:10][CH2:11][CH2:12][OH:13])=[CH:7][C:6]=2[CH:14]=1.[C:15]([C:17]1[CH:18]=[C:19](B(O)O)[CH:20]=[CH:21][CH:22]=1)#[N:16]. (6) Given the product [CH2:1]([N:5]([C:6]1[CH:11]=[CH:10][CH:9]=[CH:8][CH:7]=1)[C:25](=[O:26])[C:24]1[CH:28]=[CH:29][CH:30]=[C:22]([N+:19]([O-:21])=[O:20])[CH:23]=1)[CH2:2][CH2:3][CH3:4], predict the reactants needed to synthesize it. The reactants are: [CH2:1]([NH:5][C:6]1[CH:11]=[CH:10][CH:9]=[CH:8][CH:7]=1)[CH2:2][CH2:3][CH3:4].C(N(CC)CC)C.[N+:19]([C:22]1[CH:23]=[C:24]([CH:28]=[CH:29][CH:30]=1)[C:25](Cl)=[O:26])([O-:21])=[O:20]. (7) The reactants are: [CH3:1][C:2]1[C:3]([CH:23]=O)=[CH:4][N:5]([S:13]([C:16]2[CH:21]=[CH:20][C:19]([CH3:22])=[CH:18][CH:17]=2)(=[O:15])=[O:14])[C:6]=1[C:7]1[CH:12]=[CH:11][CH:10]=[CH:9][CH:8]=1.[Cl-:25].C[NH3+].[C:28]([BH3-])#[N:29].[Na+]. Given the product [ClH:25].[CH3:28][NH:29][CH2:23][C:3]1[C:2]([CH3:1])=[C:6]([C:7]2[CH:8]=[CH:9][CH:10]=[CH:11][CH:12]=2)[N:5]([S:13]([C:16]2[CH:21]=[CH:20][C:19]([CH3:22])=[CH:18][CH:17]=2)(=[O:14])=[O:15])[CH:4]=1, predict the reactants needed to synthesize it. (8) Given the product [CH3:6][O:5][C:3](=[O:4])/[C:2](/[CH2:11][C:12]1[CH:17]=[CH:16][CH:15]=[CH:14][CH:13]=1)=[C:1](/[CH3:20])\[C:7]([O:9][CH3:10])=[O:8], predict the reactants needed to synthesize it. The reactants are: [C:1]([C:7]([O:9][CH3:10])=[O:8])#[C:2][C:3]([O:5][CH3:6])=[O:4].[CH2:11]([Mg]Cl)[C:12]1[CH:17]=[CH:16][CH:15]=[CH:14][CH:13]=1.[CH3:20]I.